This data is from Reaction yield outcomes from USPTO patents with 853,638 reactions. The task is: Predict the reaction yield, written as a fraction of the theoretical maximum amount of product (1.0 means a 100% yield; for example, 0.34 means a 34% yield). (1) The reactants are [CH2:1]([NH:3][CH2:4][CH3:5])[CH3:2].[CH3:6]CN(CC)CC.[Cl-].[CH2:14]1[CH2:18][O:17][CH2:16][CH2:15]1. No catalyst specified. The product is [CH2:1]([N:3]([CH2:4][CH3:5])[C:16]([CH:15]1[CH2:14][CH2:18][CH2:6]1)=[O:17])[CH3:2]. The yield is 0.950. (2) The yield is 0.830. The reactants are [CH2:1]([O:8][C:9]([N:11]1[CH2:16][CH2:15][CH:14]([N:17]([C:23]([O:25][C:26]([CH3:29])([CH3:28])[CH3:27])=[O:24])[CH2:18][CH2:19][C:20]([OH:22])=O)[CH2:13][CH2:12]1)=[O:10])[C:2]1[CH:7]=[CH:6][CH:5]=[CH:4][CH:3]=1.CC[N:32]=C=NCCCN(C)C.C1C=CC2N(O)N=NC=2C=1.N. The product is [NH2:32][C:20](=[O:22])[CH2:19][CH2:18][N:17]([C:23]([O:25][C:26]([CH3:27])([CH3:29])[CH3:28])=[O:24])[CH:14]1[CH2:13][CH2:12][N:11]([C:9]([O:8][CH2:1][C:2]2[CH:7]=[CH:6][CH:5]=[CH:4][CH:3]=2)=[O:10])[CH2:16][CH2:15]1. The catalyst is CN(C=O)C.